Dataset: Full USPTO retrosynthesis dataset with 1.9M reactions from patents (1976-2016). Task: Predict the reactants needed to synthesize the given product. The reactants are: C(N(C(C)C)CC)(C)C.C1C=CC2N(O)N=NC=2C=1.FC(F)(F)C(O)=O.[Cl:27][CH2:28][CH2:29][CH2:30]/[C:31](=[CH:35]\[C:36]1[CH:41]=[CH:40][C:39]([N:42]2[CH:46]=[C:45]([CH3:47])[N:44]=[CH:43]2)=[C:38]([O:48][CH3:49])[CH:37]=1)/[C:32]([OH:34])=O.[F:50][C:51]1[CH:60]=[CH:59][C:54]([C:55]([NH:57][NH2:58])=O)=[CH:53][CH:52]=1.C(=O)(O)[O-].[Na+]. Given the product [Cl:27][CH2:28][CH2:29][CH2:30]/[C:31](/[C:32]1[O:34][C:55]([C:54]2[CH:59]=[CH:60][C:51]([F:50])=[CH:52][CH:53]=2)=[N:57][N:58]=1)=[CH:35]\[C:36]1[CH:41]=[CH:40][C:39]([N:42]2[CH:46]=[C:45]([CH3:47])[N:44]=[CH:43]2)=[C:38]([O:48][CH3:49])[CH:37]=1, predict the reactants needed to synthesize it.